From a dataset of Peptide-MHC class II binding affinity with 134,281 pairs from IEDB. Regression. Given a peptide amino acid sequence and an MHC pseudo amino acid sequence, predict their binding affinity value. This is MHC class II binding data. (1) The peptide sequence is KHTDACCRTHDMCPDVMS. The MHC is H-2-IAd with pseudo-sequence H-2-IAd. The binding affinity (normalized) is 0. (2) The peptide sequence is ESKYFAATQFEPLAA. The MHC is HLA-DPA10103-DPB10401 with pseudo-sequence HLA-DPA10103-DPB10401. The binding affinity (normalized) is 0.895. (3) The peptide sequence is RSHDVLTVQFLILGM. The MHC is DRB3_0101 with pseudo-sequence DRB3_0101. The binding affinity (normalized) is 0. (4) The peptide sequence is FLTGPLNFTGPCKGD. The MHC is HLA-DQA10501-DQB10301 with pseudo-sequence HLA-DQA10501-DQB10301. The binding affinity (normalized) is 0.456.